Dataset: Retrosynthesis with 50K atom-mapped reactions and 10 reaction types from USPTO. Task: Predict the reactants needed to synthesize the given product. (1) Given the product COc1ccc(-c2cccc3c2CCC3=O)c(OCC2(C)COC2)c1OCC1CC1, predict the reactants needed to synthesize it. The reactants are: CC1(CBr)COC1.COc1ccc(-c2cccc3c2CCC3=O)c(O)c1OCC1CC1. (2) Given the product COC(=O)c1ccc(OCc2ccccn2)cc1, predict the reactants needed to synthesize it. The reactants are: BrCc1ccccn1.COC(=O)c1ccc(O)cc1. (3) Given the product CC(C)(C)[Si](C)(C)OC(C(=O)OCc1cn(C(c2ccccc2)(c2ccccc2)c2ccccc2)cn1)c1ccc(C#N)cc1, predict the reactants needed to synthesize it. The reactants are: CC(C)(C)[Si](C)(C)OC(C(=O)O)c1ccc(C#N)cc1.OCc1cn(C(c2ccccc2)(c2ccccc2)c2ccccc2)cn1. (4) Given the product Cc1cccn2cc(-c3ccc(NS(=O)(=O)CCCN4CCCCC4)cc3)nc12, predict the reactants needed to synthesize it. The reactants are: C1CCNCC1.Cc1cccn2cc(-c3ccc(NS(=O)(=O)CCCCl)cc3)nc12. (5) Given the product O=C(O)CCCCCCC(=O)Nc1ccccc1, predict the reactants needed to synthesize it. The reactants are: Nc1ccccc1.O=C(O)CCCCCCC(=O)O. (6) Given the product COC(=O)c1sc(C#CC2(C)CC2)cc1N(CC(=O)N1CCOCC1)C(=O)[C@H]1CC[C@H](C)CC1, predict the reactants needed to synthesize it. The reactants are: COC(=O)c1sc(C#CC2(C)CC2)cc1NCC(=O)N1CCOCC1.C[C@H]1CC[C@H](C(=O)Cl)CC1.